The task is: Predict the product of the given reaction.. This data is from Forward reaction prediction with 1.9M reactions from USPTO patents (1976-2016). (1) Given the reactants [Cl:1][CH2:2][CH2:3]Cl.[F:5][C:6]([F:20])([F:19])[C:7]1[CH:8]=[C:9](CO)C=[CH:11][C:12]=1[C:13]([F:16])([F:15])[F:14].S(Cl)(Cl)=O, predict the reaction product. The product is: [F:5][C:6]([F:19])([F:20])[C:7]1[CH:8]=[CH:9][C:3]([CH2:2][Cl:1])=[CH:11][C:12]=1[C:13]([F:14])([F:15])[F:16]. (2) Given the reactants I.[NH2:2][CH2:3][CH:4]1[CH2:9][CH2:8][CH2:7][CH:6]([N:10]2[C:19]3[C:14](=[CH:15][N:16]=[CH:17][CH:18]=3)[C:13]3=[N:20][O:21][C:22]([CH3:23])=[C:12]3[C:11]2=[O:24])[CH2:5]1.[C:25](O)(=[O:32])[C:26]1[CH:31]=[CH:30][CH:29]=[CH:28][CH:27]=1.Cl.CN(C)CCCN=C=NCC.ON1C2N=CC=CC=2N=N1.C(N(CC)C(C)C)(C)C, predict the reaction product. The product is: [CH3:23][C:22]1[O:21][N:20]=[C:13]2[C:14]3[C:19](=[CH:18][CH:17]=[N:16][CH:15]=3)[N:10]([CH:6]3[CH2:7][CH2:8][CH2:9][CH:4]([CH2:3][NH:2][C:25](=[O:32])[C:26]4[CH:31]=[CH:30][CH:29]=[CH:28][CH:27]=4)[CH2:5]3)[C:11](=[O:24])[C:12]=12. (3) Given the reactants [CH3:1][Si:2]([CH3:18])([CH3:17])[CH2:3][CH2:4][O:5][CH2:6][N:7]1[C:11]2[CH:12]=[N:13][NH:14][C:15](=[O:16])[C:10]=2[CH:9]=[CH:8]1.[H-].[Na+].[CH3:21][Si:22]([CH3:29])([CH3:28])[CH2:23][CH2:24][O:25][CH2:26]Cl.[Cl-].[NH4+], predict the reaction product. The product is: [CH3:1][Si:2]([CH3:18])([CH3:17])[CH2:3][CH2:4][O:5][CH2:6][N:7]1[C:11]2[CH:12]=[N:13][N:14]([CH2:26][O:25][CH2:24][CH2:23][Si:22]([CH3:29])([CH3:28])[CH3:21])[C:15](=[O:16])[C:10]=2[CH:9]=[CH:8]1. (4) Given the reactants [Cl:1][C:2]1[C:3](=[O:19])[NH:4][N:5]=[CH:6][C:7]=1[NH:8][C@@H:9]1[CH2:14][C@@H:13]2[CH2:15][C@@H:11]([C:12]2([CH3:17])[CH3:16])[C@H:10]1[CH3:18].CC1C=CC(S(O[CH2:31][C@@H:32]2[CH2:34][O:33]2)(=O)=O)=CC=1.C(=O)([O-])[O-].[K+].[K+].O, predict the reaction product. The product is: [Cl:1][C:2]1[C:3](=[O:19])[N:4]([CH2:31][C@@H:32]2[CH2:34][O:33]2)[N:5]=[CH:6][C:7]=1[NH:8][C@@H:9]1[CH2:14][C@@H:13]2[CH2:15][C@@H:11]([C:12]2([CH3:16])[CH3:17])[C@H:10]1[CH3:18]. (5) Given the reactants C([CH:3]1[N:9]=[C:8]([C:10]2[CH:15]=[CH:14][CH:13]=[CH:12][C:11]=2[F:16])[C:7]2[CH:17]=[CH:18][CH:19]=[CH:20][C:6]=2[N:5]2[C:21](Br)=[N:22][C:23]([C:24]([O-:26])=[O:25])=[C:4]12)C.[CH3:28][Si:29]([C:32]#[CH:33])([CH3:31])[CH3:30].[CH3:34][C:35]#N, predict the reaction product. The product is: [CH3:28][Si:29]([C:32]#[C:33][C:18]1[CH:19]=[CH:20][C:6]2[N:5]3[CH:21]=[N:22][C:23]([C:24]([O:26][CH2:34][CH3:35])=[O:25])=[C:4]3[CH2:3][N:9]=[C:8]([C:10]3[CH:15]=[CH:14][CH:13]=[CH:12][C:11]=3[F:16])[C:7]=2[CH:17]=1)([CH3:31])[CH3:30]. (6) Given the reactants [NH2:1][C:2]1[N:3]([C:13]2[CH:18]=[CH:17][CH:16]=[C:15]([C:19]([F:22])([F:21])[F:20])[CH:14]=2)[C:4]2[C:9]([C:10](=[O:12])[CH:11]=1)=[CH:8][CH:7]=[CH:6][N:5]=2.[CH3:23][C:24]1[CH:31]=[CH:30][C:27]([CH2:28]Br)=[CH:26][CH:25]=1, predict the reaction product. The product is: [CH3:23][C:24]1[CH:31]=[CH:30][C:27]([CH2:28][NH:1][C:2]2[N:3]([C:13]3[CH:18]=[CH:17][CH:16]=[C:15]([C:19]([F:22])([F:20])[F:21])[CH:14]=3)[C:4]3[C:9]([C:10](=[O:12])[CH:11]=2)=[CH:8][CH:7]=[CH:6][N:5]=3)=[CH:26][CH:25]=1. (7) Given the reactants [CH:1]1([C:4]2[N:9]=[C:8]([OH:10])[CH:7]=[C:6]([CH3:11])[N:5]=2)[CH2:3][CH2:2]1.[OH-].[K+].[Br:14]Br, predict the reaction product. The product is: [Br:14][C:7]1[C:8]([OH:10])=[N:9][C:4]([CH:1]2[CH2:3][CH2:2]2)=[N:5][C:6]=1[CH3:11]. (8) Given the reactants [Cl-].[Ce+3].[Cl-].[Cl-].[CH2:5]([Mg]Br)[CH3:6].[CH3:9][C:10]1([CH3:26])[N:14]([C:15]([O:17][C:18]([CH3:21])([CH3:20])[CH3:19])=[O:16])[C@@H:13]([C:22]([O:24]C)=O)[CH2:12][O:11]1.[CH2:27]1COC[CH2:28]1, predict the reaction product. The product is: [OH:24][C:22]([C@H:13]1[CH2:12][O:11][C:10]([CH3:9])([CH3:26])[N:14]1[C:15]([O:17][C:18]([CH3:19])([CH3:20])[CH3:21])=[O:16])([CH2:5][CH3:6])[CH2:27][CH3:28].